This data is from Full USPTO retrosynthesis dataset with 1.9M reactions from patents (1976-2016). The task is: Predict the reactants needed to synthesize the given product. (1) Given the product [Cl:7][C:8]1[CH:31]=[CH:30][C:11](/[CH:12]=[CH:13]/[C@@H:14]([OH:15])[CH:19]([NH:20][C:21](=[O:27])[O:22][C:23]([CH3:26])([CH3:25])[CH3:24])[CH2:18][OH:1])=[CH:10][CH:9]=1, predict the reactants needed to synthesize it. The reactants are: [O:1]1CCCOC1.[Cl:7][C:8]1[CH:31]=[CH:30][C:11](/[CH:12]=[CH:13]/[C@@H:14]2[CH:19]([NH:20][C:21](=[O:27])[O:22][C:23]([CH3:26])([CH3:25])[CH3:24])[CH2:18]CC(C)(C)[O:15]2)=[CH:10][CH:9]=1.CC1C=CC(S(O)(=O)=O)=CC=1. (2) Given the product [I:1][CH2:4][CH2:5][C@H:6]([C:8]1[CH:13]=[CH:12][CH:11]=[CH:10][CH:9]=1)[OH:7], predict the reactants needed to synthesize it. The reactants are: [I-:1].[Na+].Cl[CH2:4][CH2:5][C@H:6]([C:8]1[CH:13]=[CH:12][CH:11]=[CH:10][CH:9]=1)[OH:7]. (3) Given the product [C:1]([O:5][C:6](=[O:7])[NH:8][C:9]([CH3:17])([CH3:16])[CH2:10][O:11][CH2:12][C:13](=[O:15])[N:67]([C@@H:55]([C:54](=[O:69])[N:53]([C@@H:48]([C:49](=[O:52])[NH:50][CH3:51])[CH2:47][C:44]1[CH:43]=[CH:42][C:41]([F:40])=[CH:46][CH:45]=1)[CH3:70])[CH2:56][C:57]1[CH:66]=[CH:65][C:64]2[C:59](=[CH:60][CH:61]=[CH:62][CH:63]=2)[CH:58]=1)[CH3:68])([CH3:2])([CH3:3])[CH3:4], predict the reactants needed to synthesize it. The reactants are: [C:1]([O:5][C:6]([NH:8][C:9]([CH3:17])([CH3:16])[CH2:10][O:11][CH2:12][C:13]([OH:15])=O)=[O:7])([CH3:4])([CH3:3])[CH3:2].ON1C2N=CC=CC=2N=N1.Cl.CN(C)CCCN=C=NCC.[F:40][C:41]1[CH:46]=[CH:45][C:44]([CH2:47][C@@H:48]([N:53]([CH3:70])[C:54](=[O:69])[C@H:55]([NH:67][CH3:68])[CH2:56][C:57]2[CH:66]=[CH:65][C:64]3[C:59](=[CH:60][CH:61]=[CH:62][CH:63]=3)[CH:58]=2)[C:49](=[O:52])[NH:50][CH3:51])=[CH:43][CH:42]=1.C(N(C(C)C)CC)(C)C.